From a dataset of Full USPTO retrosynthesis dataset with 1.9M reactions from patents (1976-2016). Predict the reactants needed to synthesize the given product. (1) The reactants are: [CH2:1]([O:3][C:4](=[O:12])[C:5]1[CH:10]=[CH:9][CH:8]=[N:7][C:6]=1Cl)C.[CH3:13][O-:14].[Na+]. Given the product [CH3:1][O:3][C:4](=[O:12])[C:5]1[CH:10]=[CH:9][CH:8]=[N:7][C:6]=1[O:14][CH3:13], predict the reactants needed to synthesize it. (2) Given the product [ClH:1].[CH:26]1([NH:2][C@@H:3]2[CH2:5][C@H:4]2[C:6]2[CH:7]=[C:8]([CH:18]=[CH:19][CH:20]=2)[C:9]([NH:11][CH:12]2[CH2:13][CH2:14][O:15][CH2:16][CH2:17]2)=[O:10])[CH2:29][CH2:28][CH2:27]1, predict the reactants needed to synthesize it. The reactants are: [ClH:1].[NH2:2][C@@H:3]1[CH2:5][C@H:4]1[C:6]1[CH:7]=[C:8]([CH:18]=[CH:19][CH:20]=1)[C:9]([NH:11][CH:12]1[CH2:17][CH2:16][O:15][CH2:14][CH2:13]1)=[O:10].C(=O)([O-])O.[Na+].[C:26]1(=O)[CH2:29][CH2:28][CH2:27]1. (3) Given the product [O:16]1[CH2:18][CH:17]1[CH2:19][N:13]1[CH2:12][CH2:11][N:10]([CH2:9][CH2:8][CH2:7][C:1]2[CH:6]=[CH:5][CH:4]=[CH:3][CH:2]=2)[CH2:15][CH2:14]1, predict the reactants needed to synthesize it. The reactants are: [C:1]1([CH2:7][CH2:8][CH2:9][N:10]2[CH2:15][CH2:14][NH:13][CH2:12][CH2:11]2)[CH:6]=[CH:5][CH:4]=[CH:3][CH:2]=1.[O:16]1[CH2:18][CH:17]1[CH2:19]OS(C1C=CC=C([N+]([O-])=O)C=1)(=O)=O. (4) Given the product [O:40]1[CH2:37][CH2:2][N:3]([C:2]2[N:7]=[C:6]([O:8][C:9]3[CH:35]=[CH:34][C:33]([F:36])=[CH:32][C:10]=3[CH2:11][NH:12][C:13]([NH:15][C:16]3[N:20]([C:21]4[CH:22]=[CH:23][C:24]([CH3:27])=[CH:25][CH:26]=4)[N:19]=[C:18]([C:28]([CH3:30])([CH3:29])[CH3:31])[CH:17]=3)=[O:14])[CH:5]=[CH:4][N:3]=2)[CH2:4][CH2:5]1, predict the reactants needed to synthesize it. The reactants are: Cl[C:2]1[N:7]=[C:6]([O:8][C:9]2[CH:35]=[CH:34][C:33]([F:36])=[CH:32][C:10]=2[CH2:11][NH:12][C:13]([NH:15][C:16]2[N:20]([C:21]3[CH:26]=[CH:25][C:24]([CH3:27])=[CH:23][CH:22]=3)[N:19]=[C:18]([C:28]([CH3:31])([CH3:30])[CH3:29])[CH:17]=2)=[O:14])[CH:5]=[CH:4][N:3]=1.[C:37](=[O:40])([O-])[O-].[Na+].[Na+]. (5) Given the product [CH3:3][CH:4]1[CH2:9][CH2:8][CH2:7][CH2:6][N:5]1[C:10]1[CH:17]=[CH:16][C:13]([C:14]([OH:24])=[O:1])=[CH:12][C:11]=1[C:18]([F:21])([F:20])[F:19], predict the reactants needed to synthesize it. The reactants are: [OH-:1].[Na+].[CH3:3][CH:4]1[CH2:9][CH2:8][CH2:7][CH2:6][N:5]1[C:10]1[CH:17]=[CH:16][C:13]([C:14]#N)=[CH:12][C:11]=1[C:18]([F:21])([F:20])[F:19].Cl.C[OH:24]. (6) Given the product [C:2]([O:6][N:7]1[C:13]2[C:22]3[CH:21]=[CH:20][CH:19]=[CH:18][C:17]=3[N:16]=[CH:15][C:14]=2[N:23]=[C:24]1[CH3:25])([CH3:5])([CH3:4])[CH3:3], predict the reactants needed to synthesize it. The reactants are: Cl.[C:2]([O:6][NH2:7])([CH3:5])([CH3:4])[CH3:3].Cl.CON.Cl[C:13]1[C:22]2[C:17](=[CH:18][CH:19]=[CH:20][CH:21]=2)[N:16]=[CH:15][C:14]=1[NH:23][C:24](=O)[CH3:25].